Dataset: Catalyst prediction with 721,799 reactions and 888 catalyst types from USPTO. Task: Predict which catalyst facilitates the given reaction. (1) Reactant: [OH:1][C:2]1[C:3]([O:20][CH3:21])=[C:4]([C:10]2[CH:11]=[C:12]3[C:16](=[CH:17][CH:18]=2)[C:15](=[O:19])[O:14][CH2:13]3)[CH:5]=[CH:6][C:7]=1[O:8][CH3:9].C(=O)([O-])[O-].[K+].[K+].[CH2:28](I)[CH3:29]. Product: [CH2:28]([O:1][C:2]1[C:3]([O:20][CH3:21])=[C:4]([C:10]2[CH:11]=[C:12]3[C:16](=[CH:17][CH:18]=2)[C:15](=[O:19])[O:14][CH2:13]3)[CH:5]=[CH:6][C:7]=1[O:8][CH3:9])[CH3:29]. The catalyst class is: 10. (2) Reactant: C[Si]([N-][Si](C)(C)C)(C)C.[Li+].[F:11][C:12]1[CH:18]=[CH:17][CH:16]=[CH:15][C:13]=1[NH2:14].[Br:19][C:20]1[CH:28]=[N:27][CH:26]=[C:25](F)[C:21]=1[C:22]([OH:24])=[O:23]. Product: [Br:19][C:20]1[CH:28]=[N:27][CH:26]=[C:25]([NH:14][C:13]2[CH:15]=[CH:16][CH:17]=[CH:18][C:12]=2[F:11])[C:21]=1[C:22]([OH:24])=[O:23]. The catalyst class is: 1. (3) Reactant: [N+:1]([C:4]1[C:5]([S:26][C:27]#[N:28])=[N:6][C:7]([NH:10][C:11]2[CH:12]=[C:13]([NH:18][C:19](=[O:25])[O:20][C:21]([CH3:24])([CH3:23])[CH3:22])[CH:14]=[CH:15][C:16]=2[CH3:17])=[N:8][CH:9]=1)([O-])=O.CN1CCCC1=O.[Cl-].[Ca+2].[Cl-]. Product: [NH2:28][C:27]1[S:26][C:5]2[N:6]=[C:7]([NH:10][C:11]3[CH:12]=[C:13]([NH:18][C:19](=[O:25])[O:20][C:21]([CH3:24])([CH3:23])[CH3:22])[CH:14]=[CH:15][C:16]=3[CH3:17])[N:8]=[CH:9][C:4]=2[N:1]=1. The catalyst class is: 8. (4) Reactant: [Br:1][C:2]1[CH:3]=[CH:4][C:5]([O:10][CH2:11][C:12]2[CH:17]=[CH:16][CH:15]=[C:14]([Cl:18])[CH:13]=2)=[C:6]([CH2:8]O)[CH:7]=1.S(Cl)([Cl:21])=O. Product: [Br:1][C:2]1[CH:3]=[CH:4][C:5]([O:10][CH2:11][C:12]2[CH:17]=[CH:16][CH:15]=[C:14]([Cl:18])[CH:13]=2)=[C:6]([CH:7]=1)[CH2:8][Cl:21]. The catalyst class is: 2.